This data is from Forward reaction prediction with 1.9M reactions from USPTO patents (1976-2016). The task is: Predict the product of the given reaction. The product is: [F:21][C:22]1[CH:29]=[CH:28][C:25]([CH2:26][NH:27][S:8]([C:4]2[CH:5]=[N:6][CH:7]=[C:2]([Br:1])[CH:3]=2)(=[O:10])=[O:9])=[CH:24][CH:23]=1. Given the reactants [Br:1][C:2]1[CH:3]=[C:4]([S:8](Cl)(=[O:10])=[O:9])[CH:5]=[N:6][CH:7]=1.C(N(C(C)C)CC)(C)C.[F:21][C:22]1[CH:29]=[CH:28][C:25]([CH2:26][NH2:27])=[CH:24][CH:23]=1.O, predict the reaction product.